From a dataset of Reaction yield outcomes from USPTO patents with 853,638 reactions. Predict the reaction yield, written as a fraction of the theoretical maximum amount of product (1.0 means a 100% yield; for example, 0.34 means a 34% yield). (1) The reactants are [C:1]([O:5][C:6]([N:8]([C:19]([O:21][C:22]([CH3:25])([CH3:24])[CH3:23])=[O:20])[C:9]1[S:10][C:11]2[CH:17]=[CH:16][CH:15]=[C:14]([CH3:18])[C:12]=2[N:13]=1)=[O:7])([CH3:4])([CH3:3])[CH3:2].[Br:26]N1C(=O)CCC1=O.N(C(C)(C)C#N)=NC(C)(C)C#N. The catalyst is C(Cl)(Cl)(Cl)Cl. The product is [Br:26][CH2:18][C:14]1[C:12]2[N:13]=[C:9]([N:8]([C:19]([O:21][C:22]([CH3:25])([CH3:24])[CH3:23])=[O:20])[C:6]([O:5][C:1]([CH3:4])([CH3:3])[CH3:2])=[O:7])[S:10][C:11]=2[CH:17]=[CH:16][CH:15]=1. The yield is 0.950. (2) The reactants are Cl.Cl.[CH3:3][C@H:4]1[C:12]2[C:11]([N:13]3[CH2:18][CH2:17][NH:16][CH2:15][CH2:14]3)=[N:10][CH:9]=[N:8][C:7]=2[C@H:6]([OH:19])[CH2:5]1.[C:20]([O:24][C:25]([N:27]1[CH2:32][CH2:31][C:30]([C:36]2[CH:41]=[CH:40][C:39]([Cl:42])=[C:38]([F:43])[CH:37]=2)([C:33](O)=[O:34])[CH2:29][CH2:28]1)=[O:26])([CH3:23])([CH3:22])[CH3:21].CCN(C(C)C)C(C)C.CN(C(ON1N=NC2C=CC=CC1=2)=[N+](C)C)C.F[P-](F)(F)(F)(F)F. The catalyst is C(Cl)Cl. The product is [Cl:42][C:39]1[CH:40]=[CH:41][C:36]([C:30]2([C:33]([N:16]3[CH2:15][CH2:14][N:13]([C:11]4[C:12]5[C@H:4]([CH3:3])[CH2:5][C@@H:6]([OH:19])[C:7]=5[N:8]=[CH:9][N:10]=4)[CH2:18][CH2:17]3)=[O:34])[CH2:29][CH2:28][N:27]([C:25]([O:24][C:20]([CH3:21])([CH3:23])[CH3:22])=[O:26])[CH2:32][CH2:31]2)=[CH:37][C:38]=1[F:43]. The yield is 0.229. (3) The yield is 0.980. The reactants are [CH3:1][O:2][C:3](=[O:36])[CH:4]([NH:28][C:29]([O:31][C:32]([CH3:35])([CH3:34])[CH3:33])=[O:30])[CH2:5][O:6][C:7]1[CH:12]=[CH:11][C:10]([CH2:13][CH2:14][CH2:15][CH2:16][NH:17]C(OCC2C=CC=CC=2)=O)=[CH:9][CH:8]=1. The product is [CH3:1][O:2][C:3](=[O:36])[CH:4]([NH:28][C:29]([O:31][C:32]([CH3:34])([CH3:33])[CH3:35])=[O:30])[CH2:5][O:6][C:7]1[CH:8]=[CH:9][C:10]([CH2:13][CH2:14][CH2:15][CH2:16][NH2:17])=[CH:11][CH:12]=1. The catalyst is CO.[Pd]. (4) The reactants are [Cl:1][C:2]1[CH:3]=[C:4]([N:19]2[CH:23]=[N:22][C:21]([C:24]([NH:26][CH2:27][C:28]3[CH:33]=[CH:32][C:31]([OH:34])=[CH:30][CH:29]=3)=[O:25])=[N:20]2)[CH:5]=[C:6]([Cl:18])[C:7]=1[O:8]CC1C=CC(OC)=CC=1.[F:35][C:36]([F:48])([F:47])[O:37][C:38]1[CH:43]=[CH:42][C:41](B(O)O)=[CH:40][CH:39]=1.N1C=CC=CC=1. The catalyst is C(Cl)Cl.C([O-])(=O)C.[Cu+2].C([O-])(=O)C. The product is [Cl:18][C:6]1[CH:5]=[C:4]([N:19]2[CH:23]=[N:22][C:21]([C:24]([NH:26][CH2:27][C:28]3[CH:33]=[CH:32][C:31]([O:34][C:41]4[CH:40]=[CH:39][C:38]([O:37][C:36]([F:35])([F:47])[F:48])=[CH:43][CH:42]=4)=[CH:30][CH:29]=3)=[O:25])=[N:20]2)[CH:3]=[C:2]([Cl:1])[C:7]=1[OH:8]. The yield is 0.580. (5) The reactants are [F:1][C:2]1[CH:3]=[CH:4][C:5]([C:12]2[NH:16][N:15]=[CH:14][CH:13]=2)=[C:6]([CH:11]=1)[C:7]([O:9]C)=[O:8].[Li+].[OH-]. The catalyst is CCO. The product is [F:1][C:2]1[CH:3]=[CH:4][C:5]([C:12]2[NH:16][N:15]=[CH:14][CH:13]=2)=[C:6]([CH:11]=1)[C:7]([OH:9])=[O:8]. The yield is 0.440.